Dataset: Catalyst prediction with 721,799 reactions and 888 catalyst types from USPTO. Task: Predict which catalyst facilitates the given reaction. (1) Reactant: [N+:1]([C:4]1[CH:5]=[C:6]([CH2:14][OH:15])[CH:7]=[C:8]([C:10]([F:13])([F:12])[F:11])[CH:9]=1)([O-:3])=[O:2].[CH3:16]C(C)([O-])C.[K+].CI. Product: [CH3:16][O:15][CH2:14][C:6]1[CH:7]=[C:8]([C:10]([F:11])([F:12])[F:13])[CH:9]=[C:4]([N+:1]([O-:3])=[O:2])[CH:5]=1. The catalyst class is: 1. (2) Reactant: O.NN.[C:4]([O:8][C:9](=[O:27])[CH2:10][N:11]1[CH:15]=[CH:14][C:13]([N:16]2C(=O)C3C(=CC=CC=3)C2=O)=[N:12]1)([CH3:7])([CH3:6])[CH3:5]. Product: [C:4]([O:8][C:9](=[O:27])[CH2:10][N:11]1[CH:15]=[CH:14][C:13]([NH2:16])=[N:12]1)([CH3:7])([CH3:5])[CH3:6]. The catalyst class is: 8.